This data is from Peptide-MHC class II binding affinity with 134,281 pairs from IEDB. The task is: Regression. Given a peptide amino acid sequence and an MHC pseudo amino acid sequence, predict their binding affinity value. This is MHC class II binding data. (1) The peptide sequence is GELRIVDKIDAAFKI. The MHC is DRB1_0701 with pseudo-sequence DRB1_0701. The binding affinity (normalized) is 0.634. (2) The MHC is HLA-DQA10102-DQB10604 with pseudo-sequence HLA-DQA10102-DQB10604. The peptide sequence is LYHVYEVNLVS. The binding affinity (normalized) is 0.00187. (3) The peptide sequence is FHTMWHVTRGAVLMH. The MHC is DRB1_0701 with pseudo-sequence DRB1_0701. The binding affinity (normalized) is 0.843. (4) The peptide sequence is WPSQSITCNVAHPASST. The MHC is H-2-IAs with pseudo-sequence H-2-IAs. The binding affinity (normalized) is 0.136. (5) The peptide sequence is AAFTSSSKAATAKAP. The MHC is DRB1_0701 with pseudo-sequence DRB1_0701. The binding affinity (normalized) is 0.581.